Dataset: Full USPTO retrosynthesis dataset with 1.9M reactions from patents (1976-2016). Task: Predict the reactants needed to synthesize the given product. Given the product [NH2:48][CH:45]1[CH2:46][CH2:47][N:42]([C:16]2[N:17]=[C:18]([C:19]3[CH:20]=[C:21]([NH:26][C:27](=[O:36])[C:28]4[CH:33]=[CH:32][C:31]([F:34])=[C:30]([CH3:35])[CH:29]=4)[CH:22]=[CH:23][C:24]=3[CH3:25])[C:13]3[CH:12]=[CH:11][C:10](=[O:41])[N:9]([C:3]4[C:2]([F:1])=[CH:7][CH:6]=[CH:5][C:4]=4[F:8])[C:14]=3[N:15]=2)[CH2:43][CH2:44]1, predict the reactants needed to synthesize it. The reactants are: [F:1][C:2]1[CH:7]=[CH:6][CH:5]=[C:4]([F:8])[C:3]=1[N:9]1[C:14]2[N:15]=[C:16](S(C)(=O)=O)[N:17]=[C:18]([C:19]3[CH:20]=[C:21]([NH:26][C:27](=[O:36])[C:28]4[CH:33]=[CH:32][C:31]([F:34])=[C:30]([CH3:35])[CH:29]=4)[CH:22]=[CH:23][C:24]=3[CH3:25])[C:13]=2[CH:12]=[CH:11][C:10]1=[O:41].[NH:42]1[CH2:47][CH2:46][CH:45]([NH:48]C(=O)OC(C)(C)C)[CH2:44][CH2:43]1.